From a dataset of Reaction yield outcomes from USPTO patents with 853,638 reactions. Predict the reaction yield, written as a fraction of the theoretical maximum amount of product (1.0 means a 100% yield; for example, 0.34 means a 34% yield). The reactants are C([Si](C)(C)[O:6][C@@H:7]([CH3:35])[C@@H:8]([NH:22][C:23]1[CH:30]=[CH:29][C:26]([C:27]#[N:28])=[C:25]([C:31]([F:34])([F:33])[F:32])[CH:24]=1)[C:9]1[O:10][C:11]([C:14]2[CH:19]=[CH:18][C:17]([C:20]#[N:21])=[CH:16][CH:15]=2)=[N:12][N:13]=1)(C)(C)C.CCCC[N+](CCCC)(CCCC)CCCC.[F-]. The catalyst is C1COCC1. The product is [C:20]([C:17]1[CH:16]=[CH:15][C:14]([C:11]2[O:10][C:9]([C@H:8]([NH:22][C:23]3[CH:30]=[CH:29][C:26]([C:27]#[N:28])=[C:25]([C:31]([F:32])([F:34])[F:33])[CH:24]=3)[C@@H:7]([OH:6])[CH3:35])=[N:13][N:12]=2)=[CH:19][CH:18]=1)#[N:21]. The yield is 0.660.